From a dataset of Full USPTO retrosynthesis dataset with 1.9M reactions from patents (1976-2016). Predict the reactants needed to synthesize the given product. (1) Given the product [C:1]([C:5]1[CH:9]=[C:8]([NH:10][C:11]([NH:13][C:14]2[C:23]3[C:18](=[CH:19][CH:20]=[CH:21][CH:22]=3)[C:17]([O:24][C:25]3[CH:30]=[CH:29][N:28]=[C:27]([NH:48][C:47]4[CH:49]=[CH:50][CH:51]=[C:45]([S:42]([CH:39]5[CH2:41][CH2:40]5)(=[O:44])=[O:43])[CH:46]=4)[N:26]=3)=[CH:16][CH:15]=2)=[O:12])[N:7]([C:32]2[CH:37]=[CH:36][C:35]([CH3:38])=[CH:34][CH:33]=2)[N:6]=1)([CH3:4])([CH3:3])[CH3:2], predict the reactants needed to synthesize it. The reactants are: [C:1]([C:5]1[CH:9]=[C:8]([NH:10][C:11]([NH:13][C:14]2[C:23]3[C:18](=[CH:19][CH:20]=[CH:21][CH:22]=3)[C:17]([O:24][C:25]3[CH:30]=[CH:29][N:28]=[C:27](Cl)[N:26]=3)=[CH:16][CH:15]=2)=[O:12])[N:7]([C:32]2[CH:37]=[CH:36][C:35]([CH3:38])=[CH:34][CH:33]=2)[N:6]=1)([CH3:4])([CH3:3])[CH3:2].[CH:39]1([S:42]([C:45]2[CH:46]=[C:47]([CH:49]=[CH:50][CH:51]=2)[NH2:48])(=[O:44])=[O:43])[CH2:41][CH2:40]1.C([O-])(O)=O.[Na+]. (2) Given the product [OH:19][C:18]1[C:17]2[C:12](=[CH:13][CH:14]=[CH:15][CH:16]=2)[N:11]=[CH:10][CH:9]=1, predict the reactants needed to synthesize it. The reactants are: NC1C=CC=CC=1.Br[C:9]1[CH:10]=[N:11][C:12]2[C:17]([C:18]=1[OH:19])=[CH:16][CH:15]=[CH:14][CH:13]=2.